The task is: Predict the reactants needed to synthesize the given product.. This data is from Full USPTO retrosynthesis dataset with 1.9M reactions from patents (1976-2016). (1) Given the product [CH2:1]([O:3][C:4](=[O:24])[CH:5]=[CH:6][C:7]1[CH:12]=[CH:11][CH:10]=[C:9]([NH:13][C:14]([C:15]2[CH:20]=[C:19]([C:30]3[CH:29]=[CH:28][CH:27]=[C:26]([F:25])[CH:31]=3)[CH:18]=[CH:17][C:16]=2[F:22])=[O:23])[CH:8]=1)[CH3:2], predict the reactants needed to synthesize it. The reactants are: [CH2:1]([O:3][C:4](=[O:24])[CH:5]=[CH:6][C:7]1[CH:12]=[CH:11][CH:10]=[C:9]([NH:13][C:14](=[O:23])[C:15]2[CH:20]=[C:19](Br)[CH:18]=[CH:17][C:16]=2[F:22])[CH:8]=1)[CH3:2].[F:25][C:26]1[CH:27]=[C:28](B(O)O)[CH:29]=[CH:30][CH:31]=1. (2) Given the product [CH:1]([N:14]1[CH2:17][CH:16]([CH2:18][O:19][C:22]2[C:21]([Cl:20])=[CH:33][C:25]([C:26]([O:28][C:29]([CH3:30])([CH3:31])[CH3:32])=[O:27])=[C:24]([F:34])[CH:23]=2)[CH2:15]1)([C:8]1[CH:13]=[CH:12][CH:11]=[CH:10][CH:9]=1)[C:2]1[CH:3]=[CH:4][CH:5]=[CH:6][CH:7]=1, predict the reactants needed to synthesize it. The reactants are: [CH:1]([N:14]1[CH2:17][CH:16]([CH2:18][OH:19])[CH2:15]1)([C:8]1[CH:13]=[CH:12][CH:11]=[CH:10][CH:9]=1)[C:2]1[CH:7]=[CH:6][CH:5]=[CH:4][CH:3]=1.[Cl:20][C:21]1[C:22](F)=[CH:23][C:24]([F:34])=[C:25]([CH:33]=1)[C:26]([O:28][C:29]([CH3:32])([CH3:31])[CH3:30])=[O:27].CC(C)([O-])C.[K+]. (3) Given the product [Cl:1][C:2]1[S:28][C:5]2[NH:6][C:7](=[O:27])[C:8]([C:11]3[CH:16]=[CH:15][CH:14]=[C:13]([O:17][C:18]4[CH:23]=[CH:22][CH:21]=[C:20]([NH2:24])[CH:19]=4)[CH:12]=3)=[C:9]([OH:10])[C:4]=2[C:3]=1[CH3:29], predict the reactants needed to synthesize it. The reactants are: [Cl:1][C:2]1[S:28][C:5]2[NH:6][C:7](=[O:27])[C:8]([C:11]3[CH:16]=[CH:15][CH:14]=[C:13]([O:17][C:18]4[CH:23]=[CH:22][CH:21]=[C:20]([N+:24]([O-])=O)[CH:19]=4)[CH:12]=3)=[C:9]([OH:10])[C:4]=2[C:3]=1[CH3:29].[H][H]. (4) Given the product [C:11]([O:15][C:16]([N:18]1[C:22]([CH3:23])=[CH:21][C:20]([I:1])=[N:19]1)=[O:17])([CH3:14])([CH3:13])[CH3:12], predict the reactants needed to synthesize it. The reactants are: [I:1]I.N(OCCC(C)C)=O.[C:11]([O:15][C:16]([N:18]1[C:22]([CH3:23])=[CH:21][C:20](N)=[N:19]1)=[O:17])([CH3:14])([CH3:13])[CH3:12].S([O-])([O-])(=O)=S.[Na+].[Na+]. (5) Given the product [OH:8][C:9]1[CH:15]=[C:14]([C:16]([N:18]2[CH2:23][CH2:22][O:21][CH2:20][CH2:19]2)=[O:17])[CH:13]=[CH:12][C:10]=1[OH:11], predict the reactants needed to synthesize it. The reactants are: C1(C2(C3C=CC=CC=3)[O:11][C:10]3[CH:12]=[CH:13][C:14]([C:16]([N:18]4[CH2:23][CH2:22][O:21][CH2:20][CH2:19]4)=[O:17])=[CH:15][C:9]=3[O:8]2)C=CC=CC=1.C([SiH](CC)CC)C.